This data is from Reaction yield outcomes from USPTO patents with 853,638 reactions. The task is: Predict the reaction yield, written as a fraction of the theoretical maximum amount of product (1.0 means a 100% yield; for example, 0.34 means a 34% yield). (1) The reactants are Br[C:2]1[CH:3]=[CH:4][C:5]2[C:11]3[S:12][C:13]([C:15]([N:17]([C:19]4[CH:20]=[C:21]([CH:37]=[CH:38][C:39]=4[Cl:40])[C:22]([N:24]4[CH2:29][CH2:28][N:27]([C:30]([O:32][C:33]([CH3:36])([CH3:35])[CH3:34])=[O:31])[CH2:26][CH2:25]4)=[O:23])[CH3:18])=[O:16])=[CH:14][C:10]=3[CH2:9][CH2:8][O:7][C:6]=2[CH:41]=1.CC1(C)C2C(=C(P(C3C=CC=CC=3)C3C=CC=CC=3)C=CC=2)[O:63][C:45]2C(P(C3C=CC=CC=3)C3C=CC=CC=3)=CC=CC1=2.[CH3:84][S:85]([CH2:88][CH2:89][NH2:90])(=[O:87])=[O:86].Cl.C([O-])([O-])=O.[Na+].[Na+]. The catalyst is C1(C)C=CC=CC=1.CC([O-])=O.CC([O-])=O.[Pd+2]. The product is [Cl:40][C:39]1[CH:38]=[CH:37][C:21]([C:22]([N:24]2[CH2:25][CH2:26][N:27]([C:30]([O:32][C:33]([CH3:36])([CH3:35])[CH3:34])=[O:31])[CH2:28][CH2:29]2)=[O:23])=[CH:20][C:19]=1[N:17]([CH3:18])[C:15]([C:13]1[S:12][C:11]2[C:5]3[CH:4]=[CH:3][C:2]([C:45](=[O:63])[NH:90][CH2:89][CH2:88][S:85]([CH3:84])(=[O:87])=[O:86])=[CH:41][C:6]=3[O:7][CH2:8][CH2:9][C:10]=2[CH:14]=1)=[O:16]. The yield is 0.630. (2) The reactants are CN1CCNCC1.[CH2:8]([N:15]1[CH2:20][CH2:19][NH:18][CH2:17][CH2:16]1)[C:9]1[CH:14]=[CH:13][CH:12]=[CH:11][CH:10]=1.[CH3:21][O:22][C:23]([C:25]1[CH:34]=[C:33]([O:35][CH2:36][C:37]2[CH:42]=[CH:41][CH:40]=[CH:39][CH:38]=2)[C:32]2[C:27](=[C:28]([N+:44]([O-:46])=[O:45])[CH:29]=[C:30](Br)[CH:31]=2)[N:26]=1)=[O:24].COC(C1C=C(OCC2C=CC=CC=2)C2C(=C([N+]([O-])=O)C=CC=2Br)N=1)=O. No catalyst specified. The product is [CH3:21][O:22][C:23]([C:25]1[CH:34]=[C:33]([O:35][CH2:36][C:37]2[CH:38]=[CH:39][CH:40]=[CH:41][CH:42]=2)[C:32]2[C:27](=[C:28]([N+:44]([O-:46])=[O:45])[CH:29]=[CH:30][C:31]=2[N:18]2[CH2:19][CH2:20][N:15]([CH2:8][C:9]3[CH:10]=[CH:11][CH:12]=[CH:13][CH:14]=3)[CH2:16][CH2:17]2)[N:26]=1)=[O:24]. The yield is 0.580. (3) The reactants are [CH3:1][S:2][C:3]1[CH:4]=[C:5]([CH:9]=[CH:10][CH:11]=1)[C:6](O)=[O:7].CN(C)C=O.C(Cl)(=O)C(Cl)=O.[CH3:23][NH:24][O:25][CH3:26].C(N(CC)CC)C. No catalyst specified. The product is [CH3:26][O:25][N:24]([CH3:23])[C:6](=[O:7])[C:5]1[CH:9]=[CH:10][CH:11]=[C:3]([S:2][CH3:1])[CH:4]=1. The yield is 0.830.